Dataset: Catalyst prediction with 721,799 reactions and 888 catalyst types from USPTO. Task: Predict which catalyst facilitates the given reaction. (1) Reactant: [Cl:1][C:2]1[CH:11]=[CH:10][C:9]([OH:12])=[C:8]2[C:3]=1[CH:4]=[CH:5][CH:6]=[N:7]2.[CH2:13]=O.[NH:15]1[CH2:20][CH2:19][O:18][CH2:17][CH2:16]1. Product: [Cl:1][C:2]1[CH:11]=[C:10]([CH2:13][N:15]2[CH2:20][CH2:19][O:18][CH2:17][CH2:16]2)[C:9]([OH:12])=[C:8]2[C:3]=1[CH:4]=[CH:5][CH:6]=[N:7]2. The catalyst class is: 8. (2) Reactant: [OH:1][C:2]1[CH:7]=[C:6]([CH3:8])[CH:5]=[CH:4][N:3]=1.[CH3:9][O:10][C:11](=[O:22])[C:12]1[CH:17]=[C:16]([N+:18]([O-:20])=[O:19])[CH:15]=[C:14](I)[CH:13]=1.N1C2C(=CC=C3C=2N=CC=C3)C=CC=1.[O-]P([O-])([O-])=O.[K+].[K+].[K+]. Product: [CH3:9][O:10][C:11](=[O:22])[C:12]1[CH:17]=[C:16]([N+:18]([O-:20])=[O:19])[CH:15]=[C:14]([N:3]2[CH:4]=[CH:5][C:6]([CH3:8])=[CH:7][C:2]2=[O:1])[CH:13]=1. The catalyst class is: 321. (3) Reactant: C([N:8]1[CH2:13][CH2:12][NH:11][C@H:10]([CH2:14][CH2:15][OH:16])[CH2:9]1)C1C=CC=CC=1. Product: [NH:11]1[CH2:12][CH2:13][NH:8][CH2:9][C@H:10]1[CH2:14][CH2:15][OH:16]. The catalyst class is: 105. (4) Reactant: [NH2:1][C:2]1[CH:7]=[CH:6][C:5]([Br:8])=[CH:4][C:3]=1[C:9](=[N:11][OH:12])[NH2:10].C[O-].[Na+].[CH2:16]([O:18]C(=O)OCC)C. Product: [NH2:1][C:2]1[CH:7]=[CH:6][C:5]([Br:8])=[CH:4][C:3]=1[C:9]1[NH:10][C:16](=[O:18])[O:12][N:11]=1. The catalyst class is: 14. (5) Reactant: [CH2:1]1[C:10]2[C:5](=[CH:6][C:7]([C:11]([O:13][CH3:14])=[O:12])=[CH:8][CH:9]=2)[CH2:4][CH2:3][CH:2]1[C:15]([O:17][CH3:18])=[O:16].C[Si]([N-][Si](C)(C)C)(C)C.[Na+].[CH2:29](Br)[CH:30]=[CH2:31]. Product: [CH2:31]([C:7]1([C:11]([O:13][CH3:14])=[O:12])[CH2:8][CH2:9][C:10]2[C:5](=[CH:4][CH:3]=[C:2]([C:15]([O:17][CH3:18])=[O:16])[CH:1]=2)[CH2:6]1)[CH:30]=[CH2:29]. The catalyst class is: 1.